This data is from Peptide-MHC class I binding affinity with 185,985 pairs from IEDB/IMGT. The task is: Regression. Given a peptide amino acid sequence and an MHC pseudo amino acid sequence, predict their binding affinity value. This is MHC class I binding data. The peptide sequence is APGKSLGTL. The MHC is HLA-B58:01 with pseudo-sequence HLA-B58:01. The binding affinity (normalized) is 0.213.